From a dataset of Forward reaction prediction with 1.9M reactions from USPTO patents (1976-2016). Predict the product of the given reaction. (1) Given the reactants S(Cl)([Cl:3])=O.[Br:5][C:6]1[CH:11]=[CH:10][C:9]([CH2:12][CH2:13][S:14]([O-:17])(=O)=[O:15])=[CH:8][CH:7]=1.[Na+].C1C=CC=CC=1, predict the reaction product. The product is: [Br:5][C:6]1[CH:11]=[CH:10][C:9]([CH2:12][CH2:13][S:14]([Cl:3])(=[O:17])=[O:15])=[CH:8][CH:7]=1. (2) Given the reactants [C:1]([O:5][C:6]([NH:8][C@@H:9]([CH:24]([CH3:26])[CH3:25])[C:10]([N:12]([CH2:20][C:21](O)=[O:22])[CH2:13][CH:14]1[CH2:19][CH2:18][CH2:17][CH2:16][CH2:15]1)=[O:11])=[O:7])([CH3:4])([CH3:3])[CH3:2].[NH2:27][C@:28]1([C:34]([NH:36][S:37]([C:40]2[CH:41]=[CH:42][CH:43]=[C:44]3[C:48]=2[NH:47][CH:46]=[CH:45]3)(=[O:39])=[O:38])=[O:35])[CH2:30][C@H:29]1[CH:31]1[CH2:33][CH2:32]1.CCN(C(C)C)C(C)C.CN(C(ON1N=NC2C=CC=NC1=2)=[N+](C)C)C.F[P-](F)(F)(F)(F)F, predict the reaction product. The product is: [C:1]([O:5][C:6](=[O:7])[NH:8][C@H:9]([C:10](=[O:11])[N:12]([CH2:13][CH:14]1[CH2:15][CH2:16][CH2:17][CH2:18][CH2:19]1)[CH2:20][C:21](=[O:22])[NH:27][C@:28]1([C:34]([NH:36][S:37]([C:40]2[CH:41]=[CH:42][CH:43]=[C:44]3[C:48]=2[NH:47][CH:46]=[CH:45]3)(=[O:39])=[O:38])=[O:35])[CH2:30][C@H:29]1[CH:31]1[CH2:33][CH2:32]1)[CH:24]([CH3:26])[CH3:25])([CH3:3])([CH3:4])[CH3:2]. (3) Given the reactants [CH2:1]([N:21]=[N+]=[N-])[CH2:2][CH2:3][CH2:4]/[CH:5]=[CH:6]\[CH2:7]/[CH:8]=[CH:9]\[CH2:10]/[CH:11]=[CH:12]\[CH2:13]/[CH:14]=[CH:15]\[CH2:16][CH2:17][CH2:18][CH2:19][CH3:20].[H-].[H-].[H-].[H-].[Li+].[Al+3].C1COCC1.[F-].[Na+], predict the reaction product. The product is: [CH2:1]([NH2:21])[CH2:2][CH2:3][CH2:4]/[CH:5]=[CH:6]\[CH2:7]/[CH:8]=[CH:9]\[CH2:10]/[CH:11]=[CH:12]\[CH2:13]/[CH:14]=[CH:15]\[CH2:16][CH2:17][CH2:18][CH2:19][CH3:20]. (4) Given the reactants Cl[C:2]1[N:3]=[CH:4][C:5]2[N:6]([CH3:24])[C:7](=[O:23])[C:8]3([CH2:22]C[CH2:20][CH2:19][CH2:18]3)[CH2:9][N:10]([CH:13]3[CH2:17][CH2:16][CH2:15][CH2:14]3)[C:11]=2[N:12]=1.[NH2:25][C:26]1[CH:41]=[CH:40][C:29]([C:30]([NH:32][CH:33]2[CH2:38][CH2:37][N:36]([CH3:39])[CH2:35][CH2:34]2)=[O:31])=[CH:28][C:27]=1[O:42][CH3:43].O.C1(C)C=CC(S(O)(=O)=O)=CC=1, predict the reaction product. The product is: [CH:13]1([N:10]2[CH2:9][C:8]3([CH2:22][CH2:20][CH2:19][CH2:18]3)[C:7](=[O:23])[N:6]([CH3:24])[C:5]3[CH:4]=[N:3][C:2]([NH:25][C:26]4[CH:41]=[CH:40][C:29]([C:30]([NH:32][CH:33]5[CH2:34][CH2:35][N:36]([CH3:39])[CH2:37][CH2:38]5)=[O:31])=[CH:28][C:27]=4[O:42][CH3:43])=[N:12][C:11]2=3)[CH2:14][CH2:15][CH2:16][CH2:17]1. (5) Given the reactants [CH:1]([C:4]1[CH:10]=[CH:9][CH:8]=[C:7]([CH:11]([CH3:13])[CH3:12])[C:5]=1[NH2:6])([CH3:3])[CH3:2].C(N(CC)CC)C.C([CH:23]([C:27](Cl)=[O:28])[C:24](Cl)=[O:25])C.[C:30](OCC)(=[O:32])[CH3:31], predict the reaction product. The product is: [CH2:30]([O:32][C:27](=[O:28])[CH2:23][C:24]([NH:6][C:5]1[C:4]([CH:1]([CH3:3])[CH3:2])=[CH:10][CH:9]=[CH:8][C:7]=1[CH:11]([CH3:13])[CH3:12])=[O:25])[CH3:31]. (6) The product is: [Br:1][C:2]1[CH:3]=[C:4]2[C:8](=[CH:9][CH:10]=1)[N:7]([C:17]1[CH:16]=[CH:15][N:14]=[CH:13][C:12]=1[F:11])[CH:6]=[CH:5]2. Given the reactants [Br:1][C:2]1[CH:3]=[C:4]2[C:8](=[CH:9][CH:10]=1)[NH:7][CH:6]=[CH:5]2.[F:11][C:12]1[CH:13]=[N:14][CH:15]=[CH:16][C:17]=1I.[Cl-].[Li+].C([O-])([O-])=O.[K+].[K+], predict the reaction product.